The task is: Regression. Given a peptide amino acid sequence and an MHC pseudo amino acid sequence, predict their binding affinity value. This is MHC class I binding data.. This data is from Peptide-MHC class I binding affinity with 185,985 pairs from IEDB/IMGT. (1) The peptide sequence is LAIKNYYRKT. The MHC is HLA-A68:02 with pseudo-sequence HLA-A68:02. The binding affinity (normalized) is 0.0214. (2) The peptide sequence is SAIMVASDV. The MHC is HLA-A02:01 with pseudo-sequence HLA-A02:01. The binding affinity (normalized) is 0.255.